From a dataset of Full USPTO retrosynthesis dataset with 1.9M reactions from patents (1976-2016). Predict the reactants needed to synthesize the given product. (1) Given the product [F:32][C:28]1[C:29]([F:31])=[CH:30][C:25]2[O:24][CH2:23][C:4]3([C:3]4[C:7](=[CH:8][CH:9]=[CH:10][C:2]=4[C:37]4[CH:38]=[N:33][CH:34]=[N:35][CH:36]=4)[N:6]([CH2:11][C:12]([NH:14][C:15]4[CH:20]=[CH:19][CH:18]=[CH:17][C:16]=4[F:21])=[O:13])[C:5]3=[O:22])[C:26]=2[CH:27]=1, predict the reactants needed to synthesize it. The reactants are: Br[C:2]1[CH:10]=[CH:9][CH:8]=[C:7]2[C:3]=1[C:4]1([C:26]3[CH:27]=[C:28]([F:32])[C:29]([F:31])=[CH:30][C:25]=3[O:24][CH2:23]1)[C:5](=[O:22])[N:6]2[CH2:11][C:12]([NH:14][C:15]1[CH:20]=[CH:19][CH:18]=[CH:17][C:16]=1[F:21])=[O:13].[N:33]1[CH:38]=[C:37](B(O)O)[CH:36]=[N:35][CH:34]=1.C(=O)([O-])[O-].[Na+].[Na+]. (2) Given the product [N:35]1[CH:36]=[CH:37][C:32]([NH:29][C:30]([N:9]2[CH2:10][CH:11]([CH2:23][C:24]([CH3:25])([CH3:27])[CH3:26])[C:12]([C:15]3[CH:20]=[CH:19][C:18]([Cl:21])=[CH:17][C:16]=3[F:22])([C:13]#[N:14])[CH:8]2[C:4]2[CH:5]=[CH:6][CH:7]=[C:2]([Cl:1])[C:3]=2[F:28])=[O:31])=[CH:33][CH:34]=1, predict the reactants needed to synthesize it. The reactants are: [Cl:1][C:2]1[C:3]([F:28])=[C:4]([CH:8]2[C:12]([C:15]3[CH:20]=[CH:19][C:18]([Cl:21])=[CH:17][C:16]=3[F:22])([C:13]#[N:14])[CH:11]([CH2:23][C:24]([CH3:27])([CH3:26])[CH3:25])[CH2:10][NH:9]2)[CH:5]=[CH:6][CH:7]=1.[N:29]([C:32]1[CH:37]=[CH:36][N:35]=[CH:34][CH:33]=1)=[C:30]=[O:31]. (3) Given the product [CH3:10][O:11][C:12](=[O:13])[NH:17][C:4]1[CH:5]=[CH:6][CH:7]=[CH:8][C:3]=1[CH2:2][OH:9], predict the reactants needed to synthesize it. The reactants are: N[CH:2]([OH:9])[C:3]1[CH:8]=[CH:7][CH:6]=[CH:5][CH:4]=1.[CH3:10][O:11][C:12](Cl)=[O:13].CC[N:17](C(C)C)C(C)C.